From a dataset of Forward reaction prediction with 1.9M reactions from USPTO patents (1976-2016). Predict the product of the given reaction. (1) Given the reactants FC1C=C(C=CC=1F)[CH2:5][N:6]1C=CC=C(C(NCC2C=C(C3C4C(=NC=C(C(N)=O)C=4)NC=3)C=CC=2)=O)[C:7]1=O.[F:39][C:40]1[CH:41]=[C:42]([CH:73]=[CH:74][C:75]=1[F:76])[CH2:43][N:44]1[CH:49]=[CH:48][CH:47]=[C:46]([C:50]([NH:52][CH2:53][C:54]2[CH:55]=[C:56]([C:60]3[C:68]4[C:63](=[N:64][CH:65]=[C:66]([C:69]([OH:71])=O)[CH:67]=4)[NH:62][CH:61]=3)[CH:57]=[CH:58][CH:59]=2)=[O:51])[C:45]1=[O:72].CNC.O1CCCC1, predict the reaction product. The product is: [CH3:5][N:6]([CH3:7])[C:69]([C:66]1[CH:67]=[C:68]2[C:60]([C:56]3[CH:57]=[CH:58][CH:59]=[C:54]([CH2:53][NH:52][C:50]([C:46]4[C:45](=[O:72])[N:44]([CH2:43][C:42]5[CH:73]=[CH:74][C:75]([F:76])=[C:40]([F:39])[CH:41]=5)[CH:49]=[CH:48][CH:47]=4)=[O:51])[CH:55]=3)=[CH:61][NH:62][C:63]2=[N:64][CH:65]=1)=[O:71]. (2) Given the reactants F[C:2]1[CH:15]=[CH:14][C:5]([O:6][C:7]2[S:11][C:10]([C:12]#[N:13])=[CH:9][CH:8]=2)=[CH:4][CH:3]=1.[F:16]C1C=CC(O)=CC=1.[H-].[Al+3].[Li+].[H-].[H-].[H-].O, predict the reaction product. The product is: [F:16][C:14]1[CH:15]=[CH:2][CH:3]=[CH:4][C:5]=1[O:6][C:7]1[S:11][C:10]([CH2:12][NH2:13])=[CH:9][CH:8]=1. (3) Given the reactants [CH2:1]([O:8][C:9]1[CH:10]=[C:11]([OH:18])[CH:12]=[CH:13][C:14]=1[N+:15]([O-:17])=[O:16])[C:2]1[CH:7]=[CH:6][CH:5]=[CH:4][CH:3]=1.[C:19]([Si:23]([CH3:26])([CH3:25])Cl)([CH3:22])([CH3:21])[CH3:20].N1C=CN=C1.CN(C1C=CC=CN=1)C, predict the reaction product. The product is: [CH2:1]([O:8][C:9]1[CH:10]=[C:11]([CH:12]=[CH:13][C:14]=1[N+:15]([O-:17])=[O:16])[O:18][Si:23]([C:19]([CH3:22])([CH3:21])[CH3:20])([CH3:26])[CH3:25])[C:2]1[CH:3]=[CH:4][CH:5]=[CH:6][CH:7]=1. (4) Given the reactants C[O:2][C:3]1[CH:12]=[CH:11][C:10]2[CH2:9][N:8]([C:13]([C:15]3[CH:16]=[N:17][CH:18]=[CH:19][CH:20]=3)=[O:14])[CH2:7][CH2:6][C:5]=2[C:4]=1[CH:21]=[O:22].B(Br)(Br)Br, predict the reaction product. The product is: [OH:2][C:3]1[CH:12]=[CH:11][C:10]2[CH2:9][N:8]([C:13]([C:15]3[CH:16]=[N:17][CH:18]=[CH:19][CH:20]=3)=[O:14])[CH2:7][CH2:6][C:5]=2[C:4]=1[CH:21]=[O:22]. (5) Given the reactants [NH2:1][C:2]1[CH:3]=[C:4]([C:8]2[N:13]3[N:14]=[CH:15][C:16]([C:17]([C:19]4[CH:23]=[CH:22][S:21][CH:20]=4)=[O:18])=[C:12]3[N:11]=[CH:10][CH:9]=2)[CH:5]=[CH:6][CH:7]=1.[C:24](Cl)(=[O:29])[CH2:25][CH:26]([CH3:28])[CH3:27], predict the reaction product. The product is: [CH3:27][CH:26]([CH3:28])[CH2:25][C:24]([NH:1][C:2]1[CH:7]=[CH:6][CH:5]=[C:4]([C:8]2[N:13]3[N:14]=[CH:15][C:16]([C:17]([C:19]4[CH:23]=[CH:22][S:21][CH:20]=4)=[O:18])=[C:12]3[N:11]=[CH:10][CH:9]=2)[CH:3]=1)=[O:29]. (6) Given the reactants [CH3:1][C:2]1[NH:3][C:4]2[C:9]([CH:10]=1)=[CH:8][CH:7]=[C:6]([S:11][CH3:12])[CH:5]=2.[O:13](C(OC(C)(C)C)=O)[C:14]([O:16][C:17]([CH3:20])([CH3:19])[CH3:18])=O, predict the reaction product. The product is: [C:17]([O:16][C:14]([N:3]1[C:4]2[C:9](=[CH:8][CH:7]=[C:6]([S:11][CH3:12])[CH:5]=2)[CH:10]=[C:2]1[CH3:1])=[O:13])([CH3:20])([CH3:19])[CH3:18]. (7) The product is: [Cl-:4].[C:7]([N:11]([C:14]1[CH:19]=[CH:18][CH:17]=[CH:16][CH:15]=1)[CH:12]=[N+:24]([C:20]([CH3:23])([CH3:22])[CH3:21])[C:25]1[CH:30]=[CH:29][CH:28]=[CH:27][CH:26]=1)([CH3:10])([CH3:9])[CH3:8]. Given the reactants C(Cl)(=O)C([Cl:4])=O.[C:7]([N:11]([C:14]1[CH:19]=[CH:18][CH:17]=[CH:16][CH:15]=1)[CH:12]=O)([CH3:10])([CH3:9])[CH3:8].[C:20]([N:24]([Si](C)(C)C)[C:25]1[CH:30]=[CH:29][CH:28]=[CH:27][CH:26]=1)([CH3:23])([CH3:22])[CH3:21], predict the reaction product.